From a dataset of Full USPTO retrosynthesis dataset with 1.9M reactions from patents (1976-2016). Predict the reactants needed to synthesize the given product. (1) Given the product [CH3:1][O:2][C:3]([C:5]1[S:14][C:8]2[N:9]=[CH:10][N:11]=[C:12]([NH:16][C:17]3[CH:36]=[CH:35][C:34]([F:37])=[CH:33][C:18]=3[O:19][C@H:20]3[CH2:25][CH2:24][CH2:23][N:22]([C:26]([O:28][C:29]([CH3:32])([CH3:31])[CH3:30])=[O:27])[CH2:21]3)[C:7]=2[C:6]=1[CH3:15])=[O:4], predict the reactants needed to synthesize it. The reactants are: [CH3:1][O:2][C:3]([C:5]1[S:14][C:8]2[N:9]=[CH:10][N:11]=[C:12](Cl)[C:7]=2[C:6]=1[CH3:15])=[O:4].[NH2:16][C:17]1[CH:36]=[CH:35][C:34]([F:37])=[CH:33][C:18]=1[O:19][C@H:20]1[CH2:25][CH2:24][CH2:23][N:22]([C:26]([O:28][C:29]([CH3:32])([CH3:31])[CH3:30])=[O:27])[CH2:21]1.C1(C)C=CC(S(O)(=O)=O)=CC=1.C([O-])(O)=O.[Na+]. (2) Given the product [CH2:1]([N:3]1[C:7]2([CH2:11][CH2:10][N:9]([C:12]3[CH:17]=[CH:16][C:15]([NH2:18])=[C:14]([O:21][CH:22]([CH3:23])[CH3:24])[CH:13]=3)[CH2:8]2)[CH2:6][CH2:5][CH2:4]1)[CH3:2], predict the reactants needed to synthesize it. The reactants are: [CH2:1]([N:3]1[C:7]2([CH2:11][CH2:10][N:9]([C:12]3[CH:17]=[CH:16][C:15]([N+:18]([O-])=O)=[C:14]([O:21][CH:22]([CH3:24])[CH3:23])[CH:13]=3)[CH2:8]2)[CH2:6][CH2:5][CH2:4]1)[CH3:2].O.NN. (3) Given the product [CH2:19]([O:12][C:10]1[CH:9]=[CH:8][C:3]([C:4]([O:6][CH3:7])=[O:5])=[C:2]([F:1])[CH:11]=1)[C:20]1[CH:25]=[CH:24][CH:23]=[CH:22][CH:21]=1, predict the reactants needed to synthesize it. The reactants are: [F:1][C:2]1[CH:11]=[C:10]([OH:12])[CH:9]=[CH:8][C:3]=1[C:4]([O:6][CH3:7])=[O:5].C(=O)([O-])[O-].[K+].[K+].[CH2:19](Br)[C:20]1[CH:25]=[CH:24][CH:23]=[CH:22][CH:21]=1.O. (4) Given the product [NH2:1][C:2]1[N:7]=[C:6]([CH2:8][OH:9])[CH:5]=[CH:4][N:3]=1, predict the reactants needed to synthesize it. The reactants are: [NH2:1][C:2]1[N:7]=[C:6]([C:8](OC)=[O:9])[CH:5]=[CH:4][N:3]=1.[BH4-].[Na+].Cl.C(=O)([O-])O.[Na+]. (5) Given the product [C:41]([C:44]1[CH:49]=[C:48]([C:8]2[N:9]=[C:10]3[C:16]([C:17]4[CH:22]=[CH:21][CH:20]=[CH:19][CH:18]=4)=[C:15]([C:23]4[CH:24]=[CH:25][C:26]([C:29]5([NH:33][C:34](=[O:40])[O:35][C:36]([CH3:39])([CH3:38])[CH3:37])[CH2:32][CH2:31][CH2:30]5)=[CH:27][CH:28]=4)[O:14][C:11]3=[N:12][CH:13]=2)[CH:47]=[CH:46][CH:45]=1)(=[O:43])[NH2:42], predict the reactants needed to synthesize it. The reactants are: C(=O)([O-])[O-].[Cs+].[Cs+].Cl[C:8]1[N:9]=[C:10]2[C:16]([C:17]3[CH:22]=[CH:21][CH:20]=[CH:19][CH:18]=3)=[C:15]([C:23]3[CH:28]=[CH:27][C:26]([C:29]4([NH:33][C:34](=[O:40])[O:35][C:36]([CH3:39])([CH3:38])[CH3:37])[CH2:32][CH2:31][CH2:30]4)=[CH:25][CH:24]=3)[O:14][C:11]2=[N:12][CH:13]=1.[C:41]([C:44]1[CH:45]=[C:46](B(O)O)[CH:47]=[CH:48][CH:49]=1)(=[O:43])[NH2:42]. (6) The reactants are: [F:1][C:2]([F:43])([F:42])[C:3]1[CH:4]=[C:5]([CH:35]=[C:36]([C:38]([F:41])([F:40])[F:39])[CH:37]=1)[C:6]([N:8]1[CH2:13][CH2:12][N:11]([CH2:14][C:15]#[C:16][CH2:17][N:18]2[CH2:23][CH2:22][O:21][CH2:20][C:19]2([CH3:25])[CH3:24])[CH2:10][CH:9]1[CH2:26][C:27]1[CH:32]=[CH:31][CH:30]=[C:29]([NH:33][CH3:34])[CH:28]=1)=[O:7].C=O.[C:46](O[BH-](OC(=O)C)OC(=O)C)(=O)C.[Na+].C(=O)([O-])O.[Na+].[Cl:65]CCl. Given the product [ClH:65].[ClH:65].[ClH:65].[F:43][C:2]([F:1])([F:42])[C:3]1[CH:4]=[C:5]([CH:35]=[C:36]([C:38]([F:39])([F:40])[F:41])[CH:37]=1)[C:6]([N:8]1[CH2:13][CH2:12][N:11]([CH2:14][C:15]#[C:16][CH2:17][N:18]2[CH2:23][CH2:22][O:21][CH2:20][C:19]2([CH3:24])[CH3:25])[CH2:10][CH:9]1[CH2:26][C:27]1[CH:32]=[CH:31][CH:30]=[C:29]([N:33]([CH3:46])[CH3:34])[CH:28]=1)=[O:7], predict the reactants needed to synthesize it. (7) Given the product [Br:1][C:2]1[S:3][C:4]([N:7]([CH2:34][C@@H:30]([NH:31][C:37]([O:39][C:40]([CH3:41])([CH3:43])[CH3:42])=[O:38])[CH2:29][C:26]2[CH:25]=[CH:24][C:23]([C:22]([F:21])([F:44])[F:45])=[CH:28][CH:27]=2)[C:8](=[O:14])[O:9][C:10]([CH3:11])([CH3:13])[CH3:12])=[CH:5][N:6]=1, predict the reactants needed to synthesize it. The reactants are: [Br:1][C:2]1[S:3][C:4]([NH:7][C:8](=[O:14])[O:9][C:10]([CH3:13])([CH3:12])[CH3:11])=[CH:5][N:6]=1.C(=O)([O-])[O-].[Cs+].[Cs+].[F:21][C:22]([F:45])([F:44])[C:23]1[CH:28]=[CH:27][C:26]([CH2:29][CH:30]2[CH2:34]OS(=O)(=O)[N:31]2[C:37]([O:39][C:40]([CH3:43])([CH3:42])[CH3:41])=[O:38])=[CH:25][CH:24]=1. (8) Given the product [NH:1]1[C:9]2[C:4](=[N:5][CH:6]=[CH:7][CH:8]=2)[C:3]([C:11]2[CH2:16][CH2:15][N:14]([C:17]([O:19][C:20]([CH3:23])([CH3:22])[CH3:21])=[O:18])[CH2:13][CH:12]=2)=[CH:2]1, predict the reactants needed to synthesize it. The reactants are: [NH:1]1[C:9]2[C:4](=[N:5][CH:6]=[CH:7][CH:8]=2)[CH:3]=[CH:2]1.O=[C:11]1[CH2:16][CH2:15][N:14]([C:17]([O:19][C:20]([CH3:23])([CH3:22])[CH3:21])=[O:18])[CH2:13][CH2:12]1.[OH-].[K+].C(Cl)Cl.CO.